Dataset: Full USPTO retrosynthesis dataset with 1.9M reactions from patents (1976-2016). Task: Predict the reactants needed to synthesize the given product. (1) Given the product [F:8][C:6]1[CH:7]=[C:2]([F:1])[C:3]2[N:4]([CH:11]=[C:12]([CH2:13][CH2:14][C:15]#[C:16][Si:17]([CH3:20])([CH3:19])[CH3:18])[N:9]=2)[CH:5]=1, predict the reactants needed to synthesize it. The reactants are: [F:1][C:2]1[C:3]([NH2:9])=[N:4][CH:5]=[C:6]([F:8])[CH:7]=1.Br[CH2:11][C:12](=O)[CH2:13][CH2:14][C:15]#[C:16][Si:17]([CH3:20])([CH3:19])[CH3:18]. (2) Given the product [CH3:29][CH:27]1[CH2:28][CH:23]([O:22][C:20]([N:6]2[CH:5]=[C:4]([Si:9]([CH:16]([CH3:17])[CH3:18])([CH:13]([CH3:14])[CH3:15])[CH:10]([CH3:11])[CH3:12])[C:3](=[O:2])[CH2:8][CH:7]2[C:43]2[CH:44]=[CH:45][C:40]([F:39])=[CH:41][CH:42]=2)=[O:21])[CH:24]([C:30]([CH3:38])([C:32]2[CH:37]=[CH:36][CH:35]=[CH:34][CH:33]=2)[CH3:31])[CH2:25][CH2:26]1, predict the reactants needed to synthesize it. The reactants are: C[O:2][C:3]1[CH:8]=[CH:7][N:6]=[CH:5][C:4]=1[Si:9]([CH:16]([CH3:18])[CH3:17])([CH:13]([CH3:15])[CH3:14])[CH:10]([CH3:12])[CH3:11].Cl[C:20]([O:22][CH:23]1[CH2:28][CH:27]([CH3:29])[CH2:26][CH2:25][CH:24]1[C:30]([CH3:38])([C:32]1[CH:37]=[CH:36][CH:35]=[CH:34][CH:33]=1)[CH3:31])=[O:21].[F:39][C:40]1[CH:45]=[CH:44][C:43]([Mg]Br)=[CH:42][CH:41]=1.C1COCC1.Cl. (3) Given the product [CH2:16]([N:23]([C:44]([C:41]1([NH:40][C:38]([O:37][CH2:30][C:31]2[CH:36]=[CH:35][CH:34]=[CH:33][CH:32]=2)=[O:39])[CH2:42][CH2:43]1)=[O:45])[C@H:24]([C:26]([O:28][CH3:29])=[O:27])[CH3:25])[C:17]1[CH:22]=[CH:21][CH:20]=[CH:19][CH:18]=1, predict the reactants needed to synthesize it. The reactants are: C1(N=C=NC2CCCCC2)CCCCC1.[CH2:16]([NH:23][C@H:24]([C:26]([O:28][CH3:29])=[O:27])[CH3:25])[C:17]1[CH:22]=[CH:21][CH:20]=[CH:19][CH:18]=1.[CH2:30]([O:37][C:38]([NH:40][C:41]1([C:44](O)=[O:45])[CH2:43][CH2:42]1)=[O:39])[C:31]1[CH:36]=[CH:35][CH:34]=[CH:33][CH:32]=1. (4) Given the product [CH2:1]([O:3][C:4](=[O:6])[CH2:5][O:20][C:19]1[CH:25]=[CH:26][C:16]([S:15][C:10]2[CH:9]=[C:8]([C:35]#[C:34][C:28]3[CH:33]=[CH:32][CH:31]=[CH:30][CH:29]=3)[CH:13]=[C:12]([OH:14])[CH:11]=2)=[CH:17][C:18]=1[CH3:27])[CH3:2], predict the reactants needed to synthesize it. The reactants are: [CH2:1]([O:3][C:4](=[O:6])[CH3:5])[CH3:2].Br[C:8]1[CH:9]=[C:10]([S:15][C:16]2[CH:26]=[CH:25][C:19]([O:20]CC(O)=O)=[C:18]([CH3:27])[CH:17]=2)[CH:11]=[C:12]([OH:14])[CH:13]=1.[C:28]1([CH2:34][C:35]#C)[CH:33]=[CH:32][CH:31]=[CH:30][CH:29]=1. (5) Given the product [CH3:1][C:2]1[O:6][C:5]([C:7]2[CH:8]=[CH:9][CH:10]=[CH:11][CH:12]=2)=[N:4][C:3]=1[CH2:13][O:14][C:15]1[N:20]=[C:19]([CH2:21][O:22][C:23]2[CH:24]=[C:25]([CH2:29][C:30]([OH:32])=[O:31])[CH:26]=[CH:27][CH:28]=2)[CH:18]=[CH:17][CH:16]=1, predict the reactants needed to synthesize it. The reactants are: [CH3:1][C:2]1[O:6][C:5]([C:7]2[CH:12]=[CH:11][CH:10]=[CH:9][CH:8]=2)=[N:4][C:3]=1[CH2:13][O:14][C:15]1[N:20]=[C:19]([CH2:21][O:22][C:23]2[CH:24]=[C:25]([CH2:29][C:30]([O:32]C)=[O:31])[CH:26]=[CH:27][CH:28]=2)[CH:18]=[CH:17][CH:16]=1.O1CCCC1.[OH-].[Na+]. (6) Given the product [CH:22]([NH:29][C:12](=[O:14])[C:11]([C:4]1[C:5]2[C:10](=[CH:9][CH:8]=[CH:7][CH:6]=2)[N:2]([CH3:1])[CH:3]=1)=[O:15])([C:23]1[CH:24]=[CH:25][CH:26]=[CH:27][CH:28]=1)[C:16]1[CH:21]=[CH:20][CH:19]=[CH:18][CH:17]=1, predict the reactants needed to synthesize it. The reactants are: [CH3:1][N:2]1[C:10]2[C:5](=[CH:6][CH:7]=[CH:8][CH:9]=2)[C:4]([C:11](=[O:15])[C:12]([OH:14])=O)=[CH:3]1.[C:16]1([CH:22]([NH2:29])[C:23]2[CH:28]=[CH:27][CH:26]=[CH:25][CH:24]=2)[CH:21]=[CH:20][CH:19]=[CH:18][CH:17]=1. (7) Given the product [F:10][C:11]1[CH:12]=[C:13]([NH:17][CH:4]([C:3]2[CH:6]=[CH:7][CH:8]=[CH:9][C:2]=2[CH3:1])[C:22]#[N:23])[CH:14]=[CH:15][CH:16]=1, predict the reactants needed to synthesize it. The reactants are: [CH3:1][C:2]1[CH:9]=[CH:8][CH:7]=[CH:6][C:3]=1[CH:4]=O.[F:10][C:11]1[CH:12]=[C:13]([NH2:17])[CH:14]=[CH:15][CH:16]=1.[Si]([C:22]#[N:23])(C)(C)C. (8) Given the product [OH:19][C:17]1[N:30]([C:24]2[CH:29]=[CH:28][CH:27]=[CH:26][CH:25]=2)[C:31](=[O:32])[N:8]([CH2:7][C:1]2[CH:2]=[CH:3][CH:4]=[CH:5][CH:6]=2)[C:9](=[O:10])[C:11]=1[C:12]([O:14][CH2:15][CH3:16])=[O:13], predict the reactants needed to synthesize it. The reactants are: [C:1]1([CH2:7][NH:8][C:9]([CH:11]([C:17]([O:19]CC)=O)[C:12]([O:14][CH2:15][CH3:16])=[O:13])=[O:10])[CH:6]=[CH:5][CH:4]=[CH:3][CH:2]=1.[H-].[Na+].[C:24]1([N:30]=[C:31]=[O:32])[CH:29]=[CH:28][CH:27]=[CH:26][CH:25]=1.